This data is from Reaction yield outcomes from USPTO patents with 853,638 reactions. The task is: Predict the reaction yield, written as a fraction of the theoretical maximum amount of product (1.0 means a 100% yield; for example, 0.34 means a 34% yield). (1) The reactants are CCN(C(C)C)C(C)C.[C:10]1([N:16]2[CH:20]=[C:19]([C:21]([OH:23])=O)[CH:18]=[N:17]2)[CH:15]=[CH:14][CH:13]=[CH:12][CH:11]=1.C1C=CC2N(O)N=NC=2C=1.CCN=C=NCCCN(C)C.Cl.[NH2:46][CH2:47][C:48]([N:50]1[CH2:55][CH2:54][CH:53]([O:56][C:57]2[CH:62]=[CH:61][CH:60]=[CH:59][C:58]=2[Cl:63])[CH2:52][CH2:51]1)=[O:49]. The catalyst is CN(C=O)C.O. The product is [Cl:63][C:58]1[CH:59]=[CH:60][CH:61]=[CH:62][C:57]=1[O:56][CH:53]1[CH2:52][CH2:51][N:50]([C:48](=[O:49])[CH2:47][NH:46][C:21]([C:19]2[CH:18]=[N:17][N:16]([C:10]3[CH:11]=[CH:12][CH:13]=[CH:14][CH:15]=3)[CH:20]=2)=[O:23])[CH2:55][CH2:54]1. The yield is 0.464. (2) The reactants are [H-].[Na+].[OH:3][C:4]1[C:13]2[C:8](=[CH:9][CH:10]=[CH:11][CH:12]=2)[C:7]([CH:14]=[O:15])=[CH:6][CH:5]=1.Br[CH2:17][C:18]1[CH:23]=[CH:22][CH:21]=[CH:20][C:19]=1[F:24].Cl. The catalyst is CN(C)C=O. The product is [F:24][C:19]1[CH:20]=[CH:21][CH:22]=[CH:23][C:18]=1[CH2:17][O:3][C:4]1[C:13]2[C:8](=[CH:9][CH:10]=[CH:11][CH:12]=2)[C:7]([CH:14]=[O:15])=[CH:6][CH:5]=1. The yield is 0.980. (3) The reactants are [F:1][C:2]1[CH:7]=[C:6]([F:8])[CH:5]=[CH:4][C:3]=1[N:9]1[C:13]([C:14]2[S:23][C:22]3[C:21]4[N:24]=[C:25]([NH2:28])[CH:26]=[CH:27][C:20]=4[O:19][CH2:18][CH2:17][C:16]=3[CH:15]=2)=[N:12][CH:11]=[N:10]1.[H-].[Na+].BrC[CH2:33][C:34]([O:36][C:37]([CH3:40])([CH3:39])[CH3:38])=[O:35]. The catalyst is C1COCC1. The product is [C:37]([O:36][C:34](=[O:35])[CH2:33][NH:28][C:25]1[CH:26]=[CH:27][C:20]2[O:19][CH2:18][CH2:17][C:16]3[CH:15]=[C:14]([C:13]4[N:9]([C:3]5[CH:4]=[CH:5][C:6]([F:8])=[CH:7][C:2]=5[F:1])[N:10]=[CH:11][N:12]=4)[S:23][C:22]=3[C:21]=2[N:24]=1)([CH3:40])([CH3:39])[CH3:38]. The yield is 0.900. (4) The reactants are C(OC([N:8]1[C:17]2[N:16]=[CH:15][C:14](/[CH:18]=[CH:19]/[C:20]([O:22]CC3C=CC=CC=3)=[O:21])=[CH:13][C:12]=2[CH2:11][CH2:10][CH2:9]1)=O)(C)(C)C.[Li+].[OH-]. The catalyst is Cl.O1CCOCC1. The product is [N:16]1[C:17]2[NH:8][CH2:9][CH2:10][CH2:11][C:12]=2[CH:13]=[C:14](/[CH:18]=[CH:19]/[C:20]([OH:22])=[O:21])[CH:15]=1. The yield is 0.290. (5) The reactants are I[C:2]1[CH:3]=[CH:4][C:5]2[N:6]([CH:8]=[C:9]([NH:11][C:12]([CH:14]3[CH2:16][CH2:15]3)=[O:13])[N:10]=2)[N:7]=1.[CH3:17][C:18]1[S:19][C:20]2[CH:26]=[C:25]([OH:27])[CH:24]=[CH:23][C:21]=2[N:22]=1.C(=O)([O-])[O-].[K+].[K+]. The catalyst is CN(C)C=O. The product is [CH3:17][C:18]1[S:19][C:20]2[CH:26]=[C:25]([O:27][C:2]3[CH:3]=[CH:4][C:5]4[N:6]([CH:8]=[C:9]([NH:11][C:12]([CH:14]5[CH2:16][CH2:15]5)=[O:13])[N:10]=4)[N:7]=3)[CH:24]=[CH:23][C:21]=2[N:22]=1. The yield is 0.440.